Regression. Given two drug SMILES strings and cell line genomic features, predict the synergy score measuring deviation from expected non-interaction effect. From a dataset of NCI-60 drug combinations with 297,098 pairs across 59 cell lines. (1) Drug 1: CC1=C2C(C(=O)C3(C(CC4C(C3C(C(C2(C)C)(CC1OC(=O)C(C(C5=CC=CC=C5)NC(=O)OC(C)(C)C)O)O)OC(=O)C6=CC=CC=C6)(CO4)OC(=O)C)O)C)O. Drug 2: C1C(C(OC1N2C=NC(=NC2=O)N)CO)O. Cell line: SF-295. Synergy scores: CSS=-0.176, Synergy_ZIP=1.21, Synergy_Bliss=3.20, Synergy_Loewe=0.0598, Synergy_HSA=0.407. (2) Drug 1: CCC1(CC2CC(C3=C(CCN(C2)C1)C4=CC=CC=C4N3)(C5=C(C=C6C(=C5)C78CCN9C7C(C=CC9)(C(C(C8N6C=O)(C(=O)OC)O)OC(=O)C)CC)OC)C(=O)OC)O.OS(=O)(=O)O. Drug 2: C1=NC2=C(N=C(N=C2N1C3C(C(C(O3)CO)O)O)F)N. Cell line: OVCAR-8. Synergy scores: CSS=50.6, Synergy_ZIP=-3.05, Synergy_Bliss=-0.627, Synergy_Loewe=-0.841, Synergy_HSA=2.00. (3) Drug 1: CCN(CC)CCNC(=O)C1=C(NC(=C1C)C=C2C3=C(C=CC(=C3)F)NC2=O)C. Drug 2: CC1C(C(CC(O1)OC2CC(OC(C2O)C)OC3=CC4=CC5=C(C(=O)C(C(C5)C(C(=O)C(C(C)O)O)OC)OC6CC(C(C(O6)C)O)OC7CC(C(C(O7)C)O)OC8CC(C(C(O8)C)O)(C)O)C(=C4C(=C3C)O)O)O)O. Cell line: A549. Synergy scores: CSS=43.1, Synergy_ZIP=2.16, Synergy_Bliss=-1.17, Synergy_Loewe=-20.9, Synergy_HSA=-2.04. (4) Drug 1: C1CCC(C1)C(CC#N)N2C=C(C=N2)C3=C4C=CNC4=NC=N3. Drug 2: CC1=C(C(=CC=C1)Cl)NC(=O)C2=CN=C(S2)NC3=CC(=NC(=N3)C)N4CCN(CC4)CCO. Cell line: SK-MEL-28. Synergy scores: CSS=-3.58, Synergy_ZIP=-0.165, Synergy_Bliss=-4.14, Synergy_Loewe=-17.1, Synergy_HSA=-8.48.